This data is from Catalyst prediction with 721,799 reactions and 888 catalyst types from USPTO. The task is: Predict which catalyst facilitates the given reaction. (1) Reactant: [OH:1][C:2]1[CH:9]=[C:8]([O:10][CH2:11][C:12]2[CH:17]=[CH:16][CH:15]=[CH:14][CH:13]=2)[CH:7]=[CH:6][C:3]=1[CH:4]=[O:5].[H-].[Na+].[CH2:20](Br)[CH:21]=[CH2:22]. Product: [CH2:22]([O:1][C:2]1[CH:9]=[C:8]([O:10][CH2:11][C:12]2[CH:17]=[CH:16][CH:15]=[CH:14][CH:13]=2)[CH:7]=[CH:6][C:3]=1[CH:4]=[O:5])[CH:21]=[CH2:20]. The catalyst class is: 9. (2) Reactant: [F:1][C:2]1[CH2:11][CH2:10][C:5]2([O:9][CH2:8][CH2:7][O:6]2)[CH2:4][CH:3]=1. Product: [F:1][CH:2]1[CH2:11][CH2:10][C:5]2([O:6][CH2:7][CH2:8][O:9]2)[CH2:4][CH2:3]1. The catalyst class is: 78. (3) Reactant: [F:1][C:2]1[CH:7]=[C:6]([CH3:8])[C:5]([S:9][CH2:10][C:11]([F:14])([F:13])[F:12])=[CH:4][C:3]=1[N:15]1[CH:20]=[CH:19][C:18](=[O:21])[NH:17][C:16]1=[O:22].[CH3:23]I.[H-].[Na+]. Product: [F:1][C:2]1[CH:7]=[C:6]([CH3:8])[C:5]([S:9][CH2:10][C:11]([F:14])([F:12])[F:13])=[CH:4][C:3]=1[N:15]1[CH:20]=[CH:19][C:18](=[O:21])[N:17]([CH3:23])[C:16]1=[O:22]. The catalyst class is: 9. (4) Reactant: [C:1]([O:5][C:6]([NH:8][C:9]1[CH:14]=[CH:13][C:12]([CH2:15][CH:16](OC(=O)C(F)(F)F)[C:17]2[C:18]([O:24][CH3:25])=[N:19][CH:20]=[CH:21][C:22]=2[Cl:23])=[C:11]([N+:33]([O-:35])=[O:34])[CH:10]=1)=[O:7])([CH3:4])([CH3:3])[CH3:2].O. Product: [C:1]([O:5][C:6](=[O:7])[NH:8][C:9]1[CH:14]=[CH:13][C:12](/[CH:15]=[CH:16]/[C:17]2[C:18]([O:24][CH3:25])=[N:19][CH:20]=[CH:21][C:22]=2[Cl:23])=[C:11]([N+:33]([O-:35])=[O:34])[CH:10]=1)([CH3:4])([CH3:2])[CH3:3]. The catalyst class is: 1. (5) Reactant: [CH3:1][Si:2]([CH3:13])([CH3:12])[O:3][CH2:4][CH2:5][CH2:6][C:7]1[CH2:11][CH:10]=[CH:9][CH:8]=1.C([Li:18])CCC. Product: [CH3:13][Si:2]([CH3:1])([CH3:12])[O:3][CH2:4][CH2:5][CH2:6][C-:7]1[CH:11]=[CH:10][CH:9]=[CH:8]1.[Li+:18]. The catalyst class is: 788.